This data is from Forward reaction prediction with 1.9M reactions from USPTO patents (1976-2016). The task is: Predict the product of the given reaction. (1) Given the reactants [Cl:1][C:2]1[CH:7]=[CH:6][C:5]([NH:8][C:9]2[C:17]3[C:12](=[CH:13][N:14]=[CH:15][CH:16]=3)[O:11][C:10]=2[C:18]([OH:20])=O)=[CH:4][CH:3]=1.C1C=CC2N(O)N=NC=2C=1.CN(C(ON1N=NC2C=CC=CC1=2)=[N+](C)C)C.F[P-](F)(F)(F)(F)F.C(N(C(C)C)CC)(C)C.[NH2:64][CH2:65][CH:66]([OH:68])[CH3:67], predict the reaction product. The product is: [Cl:1][C:2]1[CH:3]=[CH:4][C:5]([NH:8][C:9]2[C:17]3[C:12](=[CH:13][N:14]=[CH:15][CH:16]=3)[O:11][C:10]=2[C:18]([NH:64][CH2:65][CH:66]([OH:68])[CH3:67])=[O:20])=[CH:6][CH:7]=1. (2) The product is: [C:1]([C@H:4]1[C@@H:9]([NH:10][C:28](=[O:29])[CH2:27][NH:26][C:24](=[O:25])[C:23]2[CH:31]=[CH:32][CH:33]=[C:21]([C:20]([F:19])([F:35])[F:34])[CH:22]=2)[CH2:8][CH2:7][C@@H:6]([NH:11][C:12](=[O:18])[O:13][C:14]([CH3:17])([CH3:16])[CH3:15])[CH2:5]1)(=[O:3])[CH3:2]. Given the reactants [C:1]([C@H:4]1[C@@H:9]([NH2:10])[CH2:8][CH2:7][C@@H:6]([NH:11][C:12](=[O:18])[O:13][C:14]([CH3:17])([CH3:16])[CH3:15])[CH2:5]1)(=[O:3])[CH3:2].[F:19][C:20]([F:35])([F:34])[C:21]1[CH:22]=[C:23]([CH:31]=[CH:32][CH:33]=1)[C:24]([NH:26][CH2:27][C:28](O)=[O:29])=[O:25].CN1CCOCC1.F[P-](F)(F)(F)(F)F.N1(O[P+](N(C)C)(N(C)C)N(C)C)C2C=CC=CC=2N=N1, predict the reaction product.